This data is from Full USPTO retrosynthesis dataset with 1.9M reactions from patents (1976-2016). The task is: Predict the reactants needed to synthesize the given product. (1) Given the product [Br:14][C:15]1[CH:24]=[CH:23][CH:22]=[C:21]2[C:16]=1[CH2:17][CH2:18][N:19]([C:11]([C:9]1[CH:10]=[C:5]3[N:4]=[CH:3][C:2]([Br:1])=[CH:7][N:6]3[N:8]=1)=[O:13])[CH:20]2[CH3:25], predict the reactants needed to synthesize it. The reactants are: [Br:1][C:2]1[CH:3]=[N:4][C:5]2[N:6]([N:8]=[C:9]([C:11]([OH:13])=O)[CH:10]=2)[CH:7]=1.[Br:14][C:15]1[CH:24]=[CH:23][CH:22]=[C:21]2[C:16]=1[CH2:17][CH2:18][NH:19][CH:20]2[CH3:25]. (2) The reactants are: [CH3:1][O:2][C:3]1[C:12]([NH:13][C:14](=[O:18])OCC)=[N:11][C:10]2[C:5](=[CH:6][CH:7]=[C:8]([CH3:19])[CH:9]=2)[N:4]=1.[CH3:20][O:21][C:22]1[CH:27]=[CH:26][C:25]([N:28]2[CH2:33][CH2:32][NH:31][CH2:30][CH2:29]2)=[CH:24][CH:23]=1. Given the product [CH3:1][O:2][C:3]1[C:12]([NH:13][C:14]([N:31]2[CH2:30][CH2:29][N:28]([C:25]3[CH:24]=[CH:23][C:22]([O:21][CH3:20])=[CH:27][CH:26]=3)[CH2:33][CH2:32]2)=[O:18])=[N:11][C:10]2[C:5](=[CH:6][CH:7]=[C:8]([CH3:19])[CH:9]=2)[N:4]=1, predict the reactants needed to synthesize it. (3) Given the product [NH2:17][C:12]1([C:10]([N:7]2[CH2:8][CH2:9][C@H:5]3[O:4][CH2:3][C@H:2]([OH:1])[C@@H:6]23)=[O:11])[CH2:16][CH2:15][CH2:14][CH2:13]1, predict the reactants needed to synthesize it. The reactants are: [OH:1][C@@H:2]1[C@H:6]2[N:7]([C:10]([C:12]3([NH:17]C(=O)C4C=CC(N5CCN(C)CC5)=CC=4)[CH2:16][CH2:15][CH2:14][CH2:13]3)=[O:11])[CH2:8][CH2:9][C@H:5]2[O:4][CH2:3]1.[H][H]. (4) Given the product [CH:1]1([O:9][C:10]2[CH:11]=[C:12]([OH:16])[CH:13]=[CH:14][CH:15]=2)[CH2:2][CH2:7][CH2:6][CH2:5][CH2:4]1, predict the reactants needed to synthesize it. The reactants are: [C:1]([O:9][C:10]1[CH:15]=[CH:14][CH:13]=[C:12]([OH:16])[CH:11]=1)(=O)[C:2]1[CH:7]=[CH:6][CH:5]=[CH:4]C=1.C1(O)CCCCC1. (5) The reactants are: [F:1][C:2]1[CH:7]=[CH:6][C:5]([C:8]2[CH:13]=[CH:12][N:11]=[CH:10][C:9]=2/[CH:14]=[CH:15]/[C:16]([OH:18])=O)=[CH:4][CH:3]=1.[CH3:19][C:20]1[O:24][C:23]([CH2:25][CH2:26][C:27]2[CH:33]=[CH:32][C:30]([NH2:31])=[CH:29][CH:28]=2)=[N:22][N:21]=1.O.ON1C2C=CC=CC=2N=N1.Cl.C(N=C=NCCCN(C)C)C. Given the product [F:1][C:2]1[CH:3]=[CH:4][C:5]([C:8]2[CH:13]=[CH:12][N:11]=[CH:10][C:9]=2/[CH:14]=[CH:15]/[C:16]([NH:31][C:30]2[CH:32]=[CH:33][C:27]([CH2:26][CH2:25][C:23]3[O:24][C:20]([CH3:19])=[N:21][N:22]=3)=[CH:28][CH:29]=2)=[O:18])=[CH:6][CH:7]=1, predict the reactants needed to synthesize it. (6) Given the product [CH3:14][O:13][C:7]1[CH:6]=[CH:5][C:4]([C:16]2[CH:21]=[N:20][C:19]([O:22][C:23]3[C:32]4[CH2:31][CH2:30][CH2:29][CH2:28][C:27]=4[CH:26]=[CH:25][CH:24]=3)=[C:18]([N+:33]([O-:35])=[O:34])[C:17]=2[CH3:36])=[CH:12][C:8]=1[C:9]([OH:11])=[O:10], predict the reactants needed to synthesize it. The reactants are: B([C:4]1[CH:5]=[CH:6][C:7]([O:13][CH3:14])=[C:8]([CH:12]=1)[C:9]([OH:11])=[O:10])(O)O.Br[C:16]1[C:17]([CH3:36])=[C:18]([N+:33]([O-:35])=[O:34])[C:19]([O:22][C:23]2[C:32]3[CH2:31][CH2:30][CH2:29][CH2:28][C:27]=3[CH:26]=[CH:25][CH:24]=2)=[N:20][CH:21]=1.C(=O)([O-])[O-].[K+].[K+].CC(O)=O.